Dataset: Reaction yield outcomes from USPTO patents with 853,638 reactions. Task: Predict the reaction yield, written as a fraction of the theoretical maximum amount of product (1.0 means a 100% yield; for example, 0.34 means a 34% yield). (1) The reactants are [Cl:1][C:2]1[CH:3]=[C:4]2[C:8](=[CH:9][CH:10]=1)[NH:7][C:6]([C:11](N(OC)C)=[O:12])=[CH:5]2.[CH2:17]([Li])[CH2:18][CH2:19][CH2:20][CH2:21][CH3:22].Cl. The catalyst is O1CCCC1.CCCCCC. The product is [Cl:1][C:2]1[CH:3]=[C:4]2[C:8](=[CH:9][CH:10]=1)[NH:7][C:6]([C:11](=[O:12])[CH2:17][CH2:18][CH2:19][CH2:20][CH2:21][CH3:22])=[CH:5]2. The yield is 0.680. (2) The reactants are [F:1][C:2]1[CH:20]=[CH:19][CH:18]=[C:17]([F:21])[C:3]=1[O:4][C:5]1[CH2:9][N:8]([C@@H:10]([CH2:14][CH3:15])[C:11]([OH:13])=O)[C:7](=[O:16])[CH:6]=1.[CH3:22][C:23]1([CH3:35])[O:27][C@H:26]([CH2:28][N:29]2[CH:33]=[CH:32][C:31]([NH2:34])=[N:30]2)[CH2:25][O:24]1.F[P-](F)(F)(F)(F)F.N1(O[P+](N(C)C)(N(C)C)N(C)C)C2C=CC=CC=2N=N1.C(N(CC)C(C)C)(C)C. The catalyst is CN(C)C=O.C(OCC)(=O)C. The product is [F:21][C:17]1[CH:18]=[CH:19][CH:20]=[C:2]([F:1])[C:3]=1[O:4][C:5]1[CH2:9][N:8]([C@@H:10]([CH2:14][CH3:15])[C:11]([NH:34][C:31]2[CH:32]=[CH:33][N:29]([CH2:28][C@@H:26]3[CH2:25][O:24][C:23]([CH3:35])([CH3:22])[O:27]3)[N:30]=2)=[O:13])[C:7](=[O:16])[CH:6]=1. The yield is 0.420. (3) The reactants are [F:1][C:2]1[CH:7]=[C:6]([O:8][CH2:9][C:10]2[CH:15]=[CH:14][CH:13]=[C:12]([F:16])[CH:11]=2)[C:5]([F:17])=[CH:4][C:3]=1[NH2:18].[C:19]([OH:27])(=[O:26])[C:20]([CH2:22][C:23](O)=[O:24])=[CH2:21]. No catalyst specified. The product is [F:1][C:2]1[CH:7]=[C:6]([O:8][CH2:9][C:10]2[CH:15]=[CH:14][CH:13]=[C:12]([F:16])[CH:11]=2)[C:5]([F:17])=[CH:4][C:3]=1[N:18]1[C:23](=[O:24])[CH2:22][CH:20]([C:19]([OH:27])=[O:26])[CH2:21]1. The yield is 0.345.